This data is from Forward reaction prediction with 1.9M reactions from USPTO patents (1976-2016). The task is: Predict the product of the given reaction. (1) Given the reactants Cl.Cl[C:3]1[CH:8]=[CH:7][CH:6]=[CH:5][N+:4]=1[O-:9].[C:10]([O-:13])(O)=O.[Na+].CO.C(Cl)(Cl)Cl, predict the reaction product. The product is: [OH:13][CH2:10][CH2:6][CH2:7][CH2:8][CH2:3][NH:4][C:3]1[CH:8]=[CH:7][CH:6]=[CH:5][N+:4]=1[O-:9]. (2) Given the reactants CC1C=CC(S(O[CH2:12][CH:13]2[O:18][C:17]3[CH:19]=[C:20]([O:23][S:24]([CH3:27])(=[O:26])=[O:25])[CH:21]=[CH:22][C:16]=3[O:15][CH2:14]2)(=O)=O)=CC=1.[CH3:28][NH2:29].C([O-])([O-])=O.[K+].[K+], predict the reaction product. The product is: [CH3:27][S:24]([O:23][C:20]1[CH:21]=[CH:22][C:16]2[O:15][CH2:14][CH:13]([CH2:12][NH:29][CH3:28])[O:18][C:17]=2[CH:19]=1)(=[O:26])=[O:25]. (3) Given the reactants Br[C:2]1[CH:3]=[C:4]([NH:11][C:12](=[O:14])[CH3:13])[CH:5]=[C:6]([N+:8]([O-:10])=[O:9])[CH:7]=1.N#N.[C:17]1([S:23]([N:26]2[C:34]3[C:29](=[CH:30][CH:31]=[CH:32][CH:33]=3)[C:28](B3OC(C)(C)C(C)(C)O3)=[CH:27]2)(=[O:25])=[O:24])[CH:22]=[CH:21][CH:20]=[CH:19][CH:18]=1.C(=O)([O-])[O-].[Na+].[Na+], predict the reaction product. The product is: [N+:8]([C:6]1[CH:5]=[C:4]([NH:11][C:12](=[O:14])[CH3:13])[CH:3]=[C:2]([C:28]2[C:29]3[C:34](=[CH:33][CH:32]=[CH:31][CH:30]=3)[N:26]([S:23]([C:17]3[CH:22]=[CH:21][CH:20]=[CH:19][CH:18]=3)(=[O:25])=[O:24])[CH:27]=2)[CH:7]=1)([O-:10])=[O:9]. (4) Given the reactants [Cl:1][C:2]1[CH:9]=[CH:8][CH:7]=[C:6]([F:10])[C:3]=1[CH:4]=O.[S:11]1[CH2:17][C:15](=[O:16])[NH:14][C:12]1=[S:13].C([O-])(=O)C.[Na+], predict the reaction product. The product is: [Cl:1][C:2]1[CH:9]=[CH:8][CH:7]=[C:6]([F:10])[C:3]=1[CH:4]=[C:17]1[S:11][C:12](=[S:13])[NH:14][C:15]1=[O:16]. (5) Given the reactants C[O:2][C:3](=[O:20])[C:4]1[CH:9]=[CH:8][C:7](OS(C(F)(F)F)(=O)=O)=[C:6]([CH:18]=[O:19])[CH:5]=1.[CH3:21][Zn]C.[Li+].[OH-], predict the reaction product. The product is: [CH:18]([C:6]1[CH:5]=[C:4]([CH:9]=[CH:8][C:7]=1[CH3:21])[C:3]([OH:2])=[O:20])=[O:19]. (6) The product is: [C:17]([O:16][C:14]([N:21]([CH3:33])[C@@H:22]([CH2:23][C:24]1[CH:25]=[CH:26][CH:27]=[CH:28][CH:29]=1)[C:30]([O:32][CH2:2][C:3]#[N:4])=[O:31])=[O:15])([CH3:18])([CH3:20])[CH3:19]. Given the reactants Cl[CH2:2][C:3]#[N:4].CCN(C(C)C)C(C)C.[C:14]([N:21]([CH3:33])[C@H:22]([C:30]([OH:32])=[O:31])[CH2:23][C:24]1[CH:29]=[CH:28][CH:27]=[CH:26][CH:25]=1)([O:16][C:17]([CH3:20])([CH3:19])[CH3:18])=[O:15], predict the reaction product.